Task: Binary Classification. Given a T-cell receptor sequence (or CDR3 region) and an epitope sequence, predict whether binding occurs between them.. Dataset: TCR-epitope binding with 47,182 pairs between 192 epitopes and 23,139 TCRs (1) The TCR CDR3 sequence is CASSQTAPWDRAGETQYF. Result: 0 (the TCR does not bind to the epitope). The epitope is KLGGALQAK. (2) The epitope is SEISMDNSPNL. The TCR CDR3 sequence is CASGKGLAGEETQYF. Result: 0 (the TCR does not bind to the epitope). (3) The epitope is AYAQKIFKI. The TCR CDR3 sequence is CASSLASGVPFSYEQYF. Result: 0 (the TCR does not bind to the epitope). (4) The epitope is YLDAYNMMI. The TCR CDR3 sequence is CSVGPGLAGNVYEQYF. Result: 1 (the TCR binds to the epitope). (5) The TCR CDR3 sequence is CASRASMSSYNEQFF. The epitope is AVFDRKSDAK. Result: 1 (the TCR binds to the epitope).